From a dataset of Forward reaction prediction with 1.9M reactions from USPTO patents (1976-2016). Predict the product of the given reaction. (1) Given the reactants [C:1](=[N:14][OH:15])([C:8]1[CH:13]=[CH:12][CH:11]=[CH:10][CH:9]=1)[C:2]1[CH:7]=[CH:6][CH:5]=[CH:4][CH:3]=1.[OH-].[Na+].[CH:18]1([N:24]=[C:25]=[N:26][CH:27]2[CH2:32][CH2:31][CH2:30][CH2:29][CH2:28]2)[CH2:23][CH2:22][CH2:21][CH2:20][CH2:19]1, predict the reaction product. The product is: [CH:27]1([NH:26][C:25](=[N:24][CH:18]2[CH2:23][CH2:22][CH2:21][CH2:20][CH2:19]2)[O:15][N:14]=[C:1]([C:8]2[CH:9]=[CH:10][CH:11]=[CH:12][CH:13]=2)[C:2]2[CH:7]=[CH:6][CH:5]=[CH:4][CH:3]=2)[CH2:28][CH2:29][CH2:30][CH2:31][CH2:32]1. (2) Given the reactants C(=O)([O-])[O-].[K+].[K+].[Cl:7][C:8]1[CH:13]=[CH:12][C:11]([C:14]2[O:22][C:21]3[CH:20]=[CH:19][N:18]([C:23]4[CH:28]=[CH:27][C:26]([OH:29])=[C:25]([O:30][CH3:31])[CH:24]=4)[C:17](=[O:32])[C:16]=3[CH:15]=2)=[CH:10][CH:9]=1.Cl[CH2:34][CH:35]1[CH2:39][CH2:38][CH2:37][O:36]1, predict the reaction product. The product is: [Cl:7][C:8]1[CH:9]=[CH:10][C:11]([C:14]2[O:22][C:21]3[CH:20]=[CH:19][N:18]([C:23]4[CH:28]=[CH:27][C:26]([O:29][CH2:34][CH:35]5[CH2:39][CH2:38][CH2:37][O:36]5)=[C:25]([O:30][CH3:31])[CH:24]=4)[C:17](=[O:32])[C:16]=3[CH:15]=2)=[CH:12][CH:13]=1. (3) The product is: [Cl:47][C:2]([Cl:1])([Cl:46])[C:3]([O:6][C:7]([N:9]1[CH:14]2[C:15]([C:34]([OH:36])=[O:35])=[C:16]([C:18]3[O:22][N:21]=[C:20]([CH2:23][CH2:24][CH2:25][O:26][Si:27]([C:30]([CH3:33])([CH3:32])[CH3:31])([CH3:28])[CH3:29])[CH:19]=3)[CH2:17][CH:10]1[CH2:11][N:12]([C:39]([O:41][C:42]([CH3:45])([CH3:44])[CH3:43])=[O:40])[CH2:13]2)=[O:8])([CH3:5])[CH3:4]. Given the reactants [Cl:1][C:2]([Cl:47])([Cl:46])[C:3]([O:6][C:7]([N:9]1[CH:14]2[C:15]([C:34]([O:36]CC)=[O:35])=[C:16]([C:18]3[O:22][N:21]=[C:20]([CH2:23][CH2:24][CH2:25][O:26][Si:27]([C:30]([CH3:33])([CH3:32])[CH3:31])([CH3:29])[CH3:28])[CH:19]=3)[CH2:17][CH:10]1[CH2:11][N:12]([C:39]([O:41][C:42]([CH3:45])([CH3:44])[CH3:43])=[O:40])[CH2:13]2)=[O:8])([CH3:5])[CH3:4].[OH-].[Na+].Cl.N1C=CN=C1.CC([Si](Cl)(C)C)(C)C.[NH4+].[Cl-].C([O-])([O-])=O.[K+].[K+], predict the reaction product. (4) Given the reactants [C:1](Cl)(=[O:5])[CH:2]([CH3:4])[CH3:3].C1N=CN(C(N2C=NC=C2)=O)C=1.O/[N:20]=[C:21](\[NH2:31])/[C:22]1[CH:27]=[CH:26][CH:25]=[C:24]([N+:28]([O-:30])=[O:29])[CH:23]=1, predict the reaction product. The product is: [CH:2]([C:1]1[O:5][N:31]=[C:21]([C:22]2[CH:27]=[CH:26][CH:25]=[C:24]([N+:28]([O-:30])=[O:29])[CH:23]=2)[N:20]=1)([CH3:4])[CH3:3]. (5) Given the reactants [Cl:1][C:2]1[CH:22]=[CH:21][C:5]([C:6]([C:8]2[CH:20]=[CH:19][C:11]([O:12][C:13]([CH3:18])([CH3:17])[C:14](O)=[O:15])=[CH:10][CH:9]=2)=[O:7])=[CH:4][CH:3]=1.CCN=C=NCCCN(C)C.Cl.C1C=CC2N(O)N=NC=2C=1.[CH3:45][C:46]([NH2:67])([CH2:48][C@H:49]([C:61]1[CH:66]=[CH:65][CH:64]=[CH:63][CH:62]=1)[O:50][C:51]1[CH:56]=[CH:55][C:54]([C:57]([F:60])([F:59])[F:58])=[CH:53][CH:52]=1)[CH3:47].C(N(CC)CC)C, predict the reaction product. The product is: [Cl:1][C:2]1[CH:3]=[CH:4][C:5]([C:6]([C:8]2[CH:9]=[CH:10][C:11]([O:12][C:13]([CH3:18])([CH3:17])[C:14]([NH:67][C:46]([CH3:47])([CH2:48][C@H:49]([C:61]3[CH:66]=[CH:65][CH:64]=[CH:63][CH:62]=3)[O:50][C:51]3[CH:56]=[CH:55][C:54]([C:57]([F:58])([F:59])[F:60])=[CH:53][CH:52]=3)[CH3:45])=[O:15])=[CH:19][CH:20]=2)=[O:7])=[CH:21][CH:22]=1. (6) Given the reactants [NH2:1][C:2]1[N:6]([C@@H:7]2[O:19][C@H:18]([CH2:20][O:21]C(=O)C)[C@@H:13]([O:14]C(=O)C)[C@H:8]2[O:9]C(=O)C)[C:5]2[CH:25]=[CH:26][CH:27]=[CH:28][C:4]=2[N:3]=1.[CH2:29]([O:36][CH2:37][CH2:38][CH2:39][CH2:40][O:41][C:42]1[CH:43]=[C:44]([CH:47]=[CH:48][C:49]=1[C:50]1[CH:55]=[CH:54][CH:53]=[C:52]([S:56]([CH3:59])(=[O:58])=[O:57])[CH:51]=1)[CH:45]=O)[C:30]1[CH:35]=[CH:34][CH:33]=[CH:32][CH:31]=1.C(O[BH-](OC(=O)C)OC(=O)C)(=O)C.[Na+].O, predict the reaction product. The product is: [CH2:29]([O:36][CH2:37][CH2:38][CH2:39][CH2:40][O:41][C:42]1[CH:43]=[C:44]([CH:47]=[CH:48][C:49]=1[C:50]1[CH:55]=[CH:54][CH:53]=[C:52]([S:56]([CH3:59])(=[O:58])=[O:57])[CH:51]=1)[CH2:45][NH:1][C:2]1[N:6]([C@@H:7]2[O:19][C@H:18]([CH2:20][OH:21])[C@@H:13]([OH:14])[C@H:8]2[OH:9])[C:5]2[CH:25]=[CH:26][CH:27]=[CH:28][C:4]=2[N:3]=1)[C:30]1[CH:31]=[CH:32][CH:33]=[CH:34][CH:35]=1. (7) Given the reactants [NH2:1][C:2]1[CH:3]=[C:4]([CH:32]=[CH:33][CH:34]=1)[O:5][C:6]1[CH:11]=[C:10]([F:12])[CH:9]=[C:8]([NH:13][C:14]2[CH:19]=[CH:18][C:17]([I:20])=[CH:16][C:15]=2[F:21])[C:7]=1[NH:22][S:23]([C:26]1([CH2:29][CH:30]=[CH2:31])[CH2:28][CH2:27]1)(=[O:25])=[O:24].[CH2:35]([S:37](Cl)(=[O:39])=[O:38])[CH3:36].C, predict the reaction product. The product is: [CH2:35]([S:37]([NH:1][C:2]1[CH:3]=[C:4]([CH:32]=[CH:33][CH:34]=1)[O:5][C:6]1[CH:11]=[C:10]([F:12])[CH:9]=[C:8]([NH:13][C:14]2[CH:19]=[CH:18][C:17]([I:20])=[CH:16][C:15]=2[F:21])[C:7]=1[NH:22][S:23]([C:26]1([CH2:29][CH:30]=[CH2:31])[CH2:28][CH2:27]1)(=[O:24])=[O:25])(=[O:39])=[O:38])[CH3:36].